This data is from KCNQ2 potassium channel screen with 302,405 compounds. The task is: Binary Classification. Given a drug SMILES string, predict its activity (active/inactive) in a high-throughput screening assay against a specified biological target. (1) The compound is Clc1ccc(c2nc(Oc3c(Cl)ccc(Cl)c3)ncc2)cc1. The result is 0 (inactive). (2) The compound is N1(CCN(CC1)c1ccccc1)CCc1n2CCCCCc2nn1. The result is 0 (inactive). (3) The compound is O(C1=C/C(=c2\[nH]c3n(\c2=N/c2ccccc2)cc[nH]c3)C=CC1=O)C. The result is 0 (inactive).